This data is from Drug half-life prediction data from Obach et al.. The task is: Regression/Classification. Given a drug SMILES string, predict its absorption, distribution, metabolism, or excretion properties. Task type varies by dataset: regression for continuous measurements (e.g., permeability, clearance, half-life) or binary classification for categorical outcomes (e.g., BBB penetration, CYP inhibition). For this dataset (half_life_obach), we predict log10(half-life) (log10 of half-life in hours). (1) The molecule is C[C@@H]1CC2=CC(=O)CC[C@]2(C)[C@H]2CC[C@]3(C)[C@@H](O)CC[C@H]3[C@@]21C. The log10(half-life) is -0.190. (2) The drug is CN[C@@H](C)Cc1ccccc1. The log10(half-life) is 1.08. (3) The molecule is O=C1C(O)=C([C@H]2CC[C@H](c3ccc(Cl)cc3)CC2)C(=O)c2ccccc21. The log10(half-life) is 1.80. (4) The drug is O=C(O)Cn1c(=O)c(=O)[nH]c2cc([N+](=O)[O-])c(-n3ccnc3)cc21. The log10(half-life) is -0.110. (5) The drug is O=c1[nH]cnc2c1ncn2[C@H]1CC[C@@H](CO)O1. The log10(half-life) is 0.150. (6) The drug is Cc1cc(NC(=O)C2=C(O)c3ccccc3S(=O)(=O)N2C)no1. The log10(half-life) is 1.52. (7) The drug is COc1ccc(C[C@@H]2c3cc(OC)c(OC)cc3CC[N@+]2(C)CCC(=O)OCCCCCOC(=O)CC[N@@+]2(C)CCc3cc(OC)c(OC)cc3[C@H]2Cc2ccc(OC)c(OC)c2)cc1OC. The log10(half-life) is -0.380.